This data is from Peptide-MHC class II binding affinity with 134,281 pairs from IEDB. The task is: Regression. Given a peptide amino acid sequence and an MHC pseudo amino acid sequence, predict their binding affinity value. This is MHC class II binding data. (1) The peptide sequence is KGLHHLQIILSGKMA. The MHC is H-2-IAb with pseudo-sequence H-2-IAb. The binding affinity (normalized) is 0.100. (2) The peptide sequence is KKLAQAVMEMTYKNK. The MHC is HLA-DQA10601-DQB10402 with pseudo-sequence HLA-DQA10601-DQB10402. The binding affinity (normalized) is 0. (3) The peptide sequence is LKLTSGKIASCLNDN. The MHC is DRB5_0101 with pseudo-sequence DRB5_0101. The binding affinity (normalized) is 0.245.